Dataset: Reaction yield outcomes from USPTO patents with 853,638 reactions. Task: Predict the reaction yield, written as a fraction of the theoretical maximum amount of product (1.0 means a 100% yield; for example, 0.34 means a 34% yield). (1) The reactants are [N:1]1([CH2:6][CH2:7][NH:8][C:9]([C:11]2[C:15]3[CH:16]=[N:17][C:18](Cl)=[CH:19][C:14]=3[N:13]([CH:21]([CH3:23])[CH3:22])[CH:12]=2)=[O:10])[CH:5]=[CH:4][N:3]=[CH:2]1.[CH3:24][O:25][CH:26]1[CH2:31][CH2:30][N:29]([C:32]2[N:37]=[C:36]([NH2:38])[CH:35]=[CH:34][N:33]=2)[CH2:28][CH2:27]1.CC1(C)C2C(=C(P(C3C=CC=CC=3)C3C=CC=CC=3)C=CC=2)OC2C(P(C3C=CC=CC=3)C3C=CC=CC=3)=CC=CC1=2.C(Cl)(Cl)Cl.C([O-])([O-])=O.[Cs+].[Cs+]. The catalyst is O1CCOCC1.C1C=CC(/C=C/C(/C=C/C2C=CC=CC=2)=O)=CC=1.C1C=CC(/C=C/C(/C=C/C2C=CC=CC=2)=O)=CC=1.C1C=CC(/C=C/C(/C=C/C2C=CC=CC=2)=O)=CC=1.[Pd].[Pd]. The product is [N:1]1([CH2:6][CH2:7][NH:8][C:9]([C:11]2[C:15]3[CH:16]=[N:17][C:18]([NH:38][C:36]4[CH:35]=[CH:34][N:33]=[C:32]([N:29]5[CH2:28][CH2:27][CH:26]([O:25][CH3:24])[CH2:31][CH2:30]5)[N:37]=4)=[CH:19][C:14]=3[N:13]([CH:21]([CH3:23])[CH3:22])[CH:12]=2)=[O:10])[CH:5]=[CH:4][N:3]=[CH:2]1. The yield is 0.130. (2) The reactants are CN(CCN(C)C)C.[Li]CCCC.[C:14]([O:18][C:19](=[O:28])[NH:20][C:21]1[CH:22]=[N:23][C:24]([Cl:27])=[CH:25][CH:26]=1)([CH3:17])([CH3:16])[CH3:15].[I:29]I. The catalyst is C1COCC1. The product is [C:14]([O:18][C:19](=[O:28])[NH:20][C:21]1[CH:22]=[N:23][C:24]([Cl:27])=[CH:25][C:26]=1[I:29])([CH3:17])([CH3:15])[CH3:16]. The yield is 0.227.